Dataset: Catalyst prediction with 721,799 reactions and 888 catalyst types from USPTO. Task: Predict which catalyst facilitates the given reaction. (1) Reactant: C(OC([N:8]1[C:16]2[C:11](=[CH:12][CH:13]=[C:14]([Cl:17])[CH:15]=2)/[C:10](=[CH:18]/[C:19]2[CH:24]=[CH:23][CH:22]=[C:21]([Cl:25])[CH:20]=2)/[C:9]1=[O:26])=O)(C)(C)C.C([Si](C)(C)[O:32][C@H:33]1[CH2:38][CH2:37][C@H:36]([O:39][C:40]2[CH:45]=[CH:44][C:43]([Cl:46])=[CH:42][C:41]=2[CH:47]=[N:48][C:49]([O:51][Si](C)(C)C)=[CH2:50])[CH2:35][CH2:34]1)(C)(C)C. Product: [Cl:17][C:14]1[CH:15]=[C:16]2[NH:8][C:9](=[O:26])[C:10]3([CH:18]([C:19]4[CH:24]=[CH:23][CH:22]=[C:21]([Cl:25])[CH:20]=4)[CH2:51][C:49](=[O:50])[NH:48][CH:47]3[C:41]3[CH:42]=[C:43]([Cl:46])[CH:44]=[CH:45][C:40]=3[O:39][C@H:36]3[CH2:35][CH2:34][C@@H:33]([OH:32])[CH2:38][CH2:37]3)[C:11]2=[CH:12][CH:13]=1. The catalyst class is: 11. (2) Reactant: C[Si]([N-][Si](C)(C)C)(C)C.[Li+].[C:11]([C:14]1[CH:15]=[C:16]([CH:21]=[C:22]([Br:25])[C:23]=1[OH:24])[C:17]([O:19][CH3:20])=[O:18])(=[O:13])[CH3:12].[N:26]1([C:32](Cl)=[O:33])[CH2:31][CH2:30][O:29][CH2:28][CH2:27]1.Cl. Product: [Br:25][C:22]1[CH:21]=[C:16]([CH:15]=[C:14]([C:11](=[O:13])[CH2:12][C:32]([N:26]2[CH2:31][CH2:30][O:29][CH2:28][CH2:27]2)=[O:33])[C:23]=1[OH:24])[C:17]([O:19][CH3:20])=[O:18]. The catalyst class is: 569. (3) Reactant: [CH2:1]([O:8][C:9]1[CH:10]=[C:11]([CH:15]=[CH:16][CH:17]=1)[C:12]([OH:14])=O)[C:2]1[CH:7]=[CH:6][CH:5]=[CH:4][CH:3]=1.Cl.Cl.[N:20]1[CH:25]=[CH:24][CH:23]=[C:22]([NH:26][C:27]([N:29]2[CH2:34][CH2:33][NH:32][CH2:31][CH2:30]2)=[O:28])[CH:21]=1.CCN=C=NCCCN(C)C.C1C=CC2N(O)N=NC=2C=1. Product: [CH2:1]([O:8][C:9]1[CH:10]=[C:11]([CH:15]=[CH:16][CH:17]=1)[C:12]([N:32]1[CH2:33][CH2:34][N:29]([C:27]([NH:26][C:22]2[CH:21]=[N:20][CH:25]=[CH:24][CH:23]=2)=[O:28])[CH2:30][CH2:31]1)=[O:14])[C:2]1[CH:3]=[CH:4][CH:5]=[CH:6][CH:7]=1. The catalyst class is: 18. (4) Reactant: Br[C:2]1[N:3]([CH2:21][CH:22]2[O:26][CH2:25][CH2:24][O:23]2)[C:4]2[C:9]([C:10]=1[CH:11]1[CH2:16][CH2:15][CH2:14][CH2:13][CH2:12]1)=[CH:8][CH:7]=[C:6]([C:17]([O:19][CH3:20])=[O:18])[CH:5]=2.C([O-])([O-])=O.[Na+].[Na+].[CH3:33][O:34][C:35]1[CH:40]=[CH:39][C:38](B(O)O)=[C:37]([CH:44]=[O:45])[CH:36]=1. Product: [CH:11]1([C:10]2[C:9]3[C:4](=[CH:5][C:6]([C:17]([O:19][CH3:20])=[O:18])=[CH:7][CH:8]=3)[N:3]([CH2:21][CH:22]3[O:23][CH2:24][CH2:25][O:26]3)[C:2]=2[C:38]2[CH:39]=[CH:40][C:35]([O:34][CH3:33])=[CH:36][C:37]=2[CH:44]=[O:45])[CH2:16][CH2:15][CH2:14][CH2:13][CH2:12]1. The catalyst class is: 184. (5) Reactant: [C:1]([O:5][C:6]([NH:8][CH2:9][CH2:10][O:11][CH2:12][C:13]1[N:14]=[N:15][N:16]([CH2:24][CH2:25]O)[C:17]=1[CH2:18][CH2:19][C:20]([O:22]C)=[O:21])=[O:7])([CH3:4])([CH3:3])[CH3:2].C1(P(C2C=CC=CC=2)C2C=CC=CC=2)C=CC=CC=1.C1C(=O)N(Br)C(=O)C1.[N-:54]=[N+:55]=[N-:56].[Na+].[Na+].[I-].O[Li].O. Product: [N:54]([CH2:25][CH2:24][N:16]1[C:17]([CH2:18][CH2:19][C:20]([OH:22])=[O:21])=[C:13]([CH2:12][O:11][CH2:10][CH2:9][NH:8][C:6]([O:5][C:1]([CH3:2])([CH3:3])[CH3:4])=[O:7])[N:14]=[N:15]1)=[N+:55]=[N-:56]. The catalyst class is: 2. (6) Reactant: [Sn](Cl)Cl.[N+:4]([C:7]1[C:12]([N:13]2[CH2:18][CH2:17][O:16][CH2:15][CH2:14]2)=[CH:11][C:10]([N:19]2[CH2:24][CH2:23][O:22][CH2:21][CH2:20]2)=[CH:9][N:8]=1)([O-])=O. Product: [O:16]1[CH2:17][CH2:18][N:13]([C:12]2[C:7]([NH2:4])=[N:8][CH:9]=[C:10]([N:19]3[CH2:20][CH2:21][O:22][CH2:23][CH2:24]3)[CH:11]=2)[CH2:14][CH2:15]1. The catalyst class is: 8.